Task: Predict which catalyst facilitates the given reaction.. Dataset: Catalyst prediction with 721,799 reactions and 888 catalyst types from USPTO (1) Reactant: C(OC(=O)[NH:7][C:8]1[S:9][C:10]([S:15][CH3:16])=[C:11]([CH2:13][CH3:14])[N:12]=1)(C)(C)C. Product: [CH2:13]([C:11]1[N:12]=[C:8]([NH2:7])[S:9][C:10]=1[S:15][CH3:16])[CH3:14]. The catalyst class is: 33. (2) Reactant: [CH3:1][C:2]([CH3:63])([CH2:10][C:11]([O:13][C@H:14]1[CH2:31][CH2:30][C@@:29]2([CH3:32])[C@@H:16]([CH2:17][CH2:18][C@:19]3([CH3:60])[C@@H:28]2[CH2:27][CH2:26][C@H:25]2[C@@:20]3([CH3:59])[CH2:21][CH2:22][C@@:23]3([C@H:40]([OH:58])[CH2:41][N:42](C(OC(C)(C)C)=O)[CH2:43][C:44]4[CH:49]=[CH:48][C:47]([Cl:50])=[CH:46][CH:45]=4)[CH2:35][C:34](=[O:36])[C:33]([CH:37]([CH3:39])[CH3:38])=[C:24]32)[C:15]1([CH3:62])[CH3:61])=[O:12])[C:3]([O:5]C(C)(C)C)=[O:4].[C:64]([OH:70])([C:66]([F:69])([F:68])[F:67])=[O:65]. Product: [Cl:50][C:47]1[CH:46]=[CH:45][C:44]([CH2:43][NH:42][CH2:41][C@H:40]([C@:23]23[CH2:35][C:34](=[O:36])[C:33]([CH:37]([CH3:38])[CH3:39])=[C:24]2[C@@H:25]2[C@@:20]([CH3:59])([CH2:21][CH2:22]3)[C@@:19]3([CH3:60])[C@@H:28]([C@:29]4([CH3:32])[C@@H:16]([CH2:17][CH2:18]3)[C:15]([CH3:61])([CH3:62])[C@@H:14]([O:13][C:11](=[O:12])[CH2:10][C:2]([CH3:1])([CH3:63])[C:3]([OH:5])=[O:4])[CH2:31][CH2:30]4)[CH2:27][CH2:26]2)[OH:58])=[CH:49][CH:48]=1.[F:67][C:66]([F:69])([F:68])[C:64]([OH:70])=[O:65]. The catalyst class is: 2.